Predict the reaction yield, written as a fraction of the theoretical maximum amount of product (1.0 means a 100% yield; for example, 0.34 means a 34% yield). From a dataset of Buchwald-Hartwig C-N cross coupling reaction yields with 55,370 reactions. (1) The reactants are CCc1ccc(Br)cc1.Cc1ccc(N)cc1.O=S(=O)(O[Pd]1c2ccccc2-c2ccccc2N~1)C(F)(F)F.CC(C)c1cc(C(C)C)c(-c2ccccc2P(C(C)(C)C)C(C)(C)C)c(C(C)C)c1.CN(C)C(=NC(C)(C)C)N(C)C.COC(=O)c1cc(-c2ccco2)on1. No catalyst specified. The product is CCc1ccc(Nc2ccc(C)cc2)cc1. The yield is 0.577. (2) The reactants are COc1ccc(Br)cc1.Cc1ccc(N)cc1.O=S(=O)(O[Pd]1c2ccccc2-c2ccccc2N~1)C(F)(F)F.COc1ccc(OC)c(P([C@]23C[C@H]4C[C@H](C[C@H](C4)C2)C3)[C@]23C[C@H]4C[C@H](C[C@H](C4)C2)C3)c1-c1c(C(C)C)cc(C(C)C)cc1C(C)C.CCN=P(N=P(N(C)C)(N(C)C)N(C)C)(N(C)C)N(C)C.CCOC(=O)c1ccon1. No catalyst specified. The product is COc1ccc(Nc2ccc(C)cc2)cc1. The yield is 0. (3) The reactants are Clc1cccnc1.Cc1ccc(N)cc1.O=S(=O)(O[Pd]1c2ccccc2-c2ccccc2N~1)C(F)(F)F.CC(C)c1cc(C(C)C)c(-c2ccccc2P(C(C)(C)C)C(C)(C)C)c(C(C)C)c1.CN(C)C(=NC(C)(C)C)N(C)C.c1ccc2oncc2c1. No catalyst specified. The product is Cc1ccc(Nc2cccnc2)cc1. The yield is 0.272. (4) The reactants are FC(F)(F)c1ccc(I)cc1.Cc1ccc(N)cc1.O=S(=O)(O[Pd]1c2ccccc2-c2ccccc2N~1)C(F)(F)F.CC(C)c1cc(C(C)C)c(-c2ccccc2P(C2CCCCC2)C2CCCCC2)c(C(C)C)c1.CCN=P(N=P(N(C)C)(N(C)C)N(C)C)(N(C)C)N(C)C.Cc1cc(-n2cccc2)no1. No catalyst specified. The product is Cc1ccc(Nc2ccc(C(F)(F)F)cc2)cc1. The yield is 0.410. (5) The reactants are CCc1ccc(Cl)cc1.Cc1ccc(N)cc1.O=S(=O)(O[Pd]1c2ccccc2-c2ccccc2N~1)C(F)(F)F.COc1ccc(OC)c(P([C@]23C[C@H]4C[C@H](C[C@H](C4)C2)C3)[C@]23C[C@H]4C[C@H](C[C@H](C4)C2)C3)c1-c1c(C(C)C)cc(C(C)C)cc1C(C)C.CCN=P(N=P(N(C)C)(N(C)C)N(C)C)(N(C)C)N(C)C.CCOC(=O)c1cc(C)no1. No catalyst specified. The product is CCc1ccc(Nc2ccc(C)cc2)cc1. The yield is 0.0111. (6) The reactants are Clc1cccnc1.Cc1ccc(N)cc1.O=S(=O)(O[Pd]1c2ccccc2-c2ccccc2N~1)C(F)(F)F.CC(C)c1cc(C(C)C)c(-c2ccccc2P(C(C)(C)C)C(C)(C)C)c(C(C)C)c1.CN1CCCN2CCCN=C12.Cc1cc(C)on1. No catalyst specified. The product is Cc1ccc(Nc2cccnc2)cc1. The yield is 0.451. (7) The reactants are Clc1ccccn1.Cc1ccc(N)cc1.O=S(=O)(O[Pd]1c2ccccc2-c2ccccc2N~1)C(F)(F)F.CC(C)c1cc(C(C)C)c(-c2ccccc2P(C2CCCCC2)C2CCCCC2)c(C(C)C)c1.CN1CCCN2CCCN=C12.Cc1ccno1. No catalyst specified. The product is Cc1ccc(Nc2ccccn2)cc1. The yield is 0.263. (8) The reactants are Brc1ccccn1.Cc1ccc(N)cc1.O=S(=O)(O[Pd]1c2ccccc2-c2ccccc2N~1)C(F)(F)F.COc1ccc(OC)c(P(C(C)(C)C)C(C)(C)C)c1-c1c(C(C)C)cc(C(C)C)cc1C(C)C.CN1CCCN2CCCN=C12.Fc1cccc(F)c1-c1ccno1. No catalyst specified. The product is Cc1ccc(Nc2ccccn2)cc1. The yield is 0.711. (9) The product is CCc1ccc(Nc2ccc(C)cc2)cc1. No catalyst specified. The yield is 0.620. The reactants are CCc1ccc(I)cc1.Cc1ccc(N)cc1.O=S(=O)(O[Pd]1c2ccccc2-c2ccccc2N~1)C(F)(F)F.COc1ccc(OC)c(P(C(C)(C)C)C(C)(C)C)c1-c1c(C(C)C)cc(C(C)C)cc1C(C)C.CN(C)C(=NC(C)(C)C)N(C)C.CCOC(=O)c1cc(OC)no1. (10) The reactants are FC(F)(F)c1ccc(I)cc1.Cc1ccc(N)cc1.O=S(=O)(O[Pd]1c2ccccc2-c2ccccc2N~1)C(F)(F)F.CC(C)c1cc(C(C)C)c(-c2ccccc2P(C(C)(C)C)C(C)(C)C)c(C(C)C)c1.CN1CCCN2CCCN=C12.COC(=O)c1ccno1. No catalyst specified. The product is Cc1ccc(Nc2ccc(C(F)(F)F)cc2)cc1. The yield is 0.440.